This data is from Full USPTO retrosynthesis dataset with 1.9M reactions from patents (1976-2016). The task is: Predict the reactants needed to synthesize the given product. (1) Given the product [Cl:1][C:2]1[CH:3]=[C:4]([CH:27]=[CH:28][CH:29]=1)[CH2:5][N:6]1[C:10]([C:11]([F:13])([F:12])[F:14])=[CH:9][C:8]([C:15]2[CH:16]=[CH:17][C:18]([Cl:21])=[CH:19][CH:20]=2)=[C:7]1[C:22]([OH:24])=[O:23], predict the reactants needed to synthesize it. The reactants are: [Cl:1][C:2]1[CH:3]=[C:4]([CH:27]=[CH:28][CH:29]=1)[CH2:5][N:6]1[C:10]([C:11]([F:14])([F:13])[F:12])=[CH:9][C:8]([C:15]2[CH:20]=[CH:19][C:18]([Cl:21])=[CH:17][CH:16]=2)=[C:7]1[C:22]([O:24]CC)=[O:23].O[Li].O. (2) The reactants are: [C:1]([O:5][C:6](=[O:14])[NH:7][CH2:8][CH2:9][O:10][CH2:11][CH2:12][OH:13])([CH3:4])([CH3:3])[CH3:2].C(N(CC)CC)C.[CH3:22][S:23](Cl)(=[O:25])=[O:24].O. Given the product [CH3:22][S:23]([O:13][CH2:12][CH2:11][O:10][CH2:9][CH2:8][NH:7][C:6]([O:5][C:1]([CH3:4])([CH3:2])[CH3:3])=[O:14])(=[O:25])=[O:24], predict the reactants needed to synthesize it. (3) Given the product [OH:44][C@@H:41]1[CH2:42][CH2:43][C@H:38]([NH:37][C:35]([CH:32]2[CH2:33][CH2:34][C:29]([C:26]3[CH:27]=[CH:28][C:23]([C:8]4[CH:9]=[CH:10][C:5]([C:3]([NH:2][CH3:1])=[O:4])=[CH:6][CH:7]=4)=[CH:24][C:25]=3[CH3:45])=[CH:30][CH2:31]2)=[O:36])[CH2:39][CH2:40]1, predict the reactants needed to synthesize it. The reactants are: [CH3:1][NH:2][C:3]([C:5]1[CH:10]=[CH:9][C:8](B(O)O)=[CH:7][CH:6]=1)=[O:4].[O-]P([O-])([O-])=O.[K+].[K+].[K+].Br[C:23]1[CH:28]=[CH:27][C:26]([C:29]2[CH2:34][CH2:33][CH:32]([C:35]([NH:37][C@H:38]3[CH2:43][CH2:42][C@@H:41]([OH:44])[CH2:40][CH2:39]3)=[O:36])[CH2:31][CH:30]=2)=[C:25]([CH3:45])[CH:24]=1.